Dataset: Forward reaction prediction with 1.9M reactions from USPTO patents (1976-2016). Task: Predict the product of the given reaction. (1) Given the reactants Cl[C:2]1[CH:7]=[N:6][CH:5]=[C:4]([Cl:8])[N:3]=1.[CH2:9]([CH:11]([NH2:14])[CH2:12][CH3:13])[CH3:10], predict the reaction product. The product is: [CH3:10][CH2:9][CH:11]([NH:14][C:2]1[CH:7]=[N:6][CH:5]=[C:4]([Cl:8])[N:3]=1)[CH2:12][CH3:13]. (2) Given the reactants [CH3:1][C:2]1[CH:3]=[C:4]([NH:9][C:10](=[O:14])[CH:11]=NO)[CH:5]=[C:6]([CH3:8])[CH:7]=1.S(=O)(=O)(O)[OH:16], predict the reaction product. The product is: [CH3:1][C:2]1[CH:7]=[C:6]([CH3:8])[CH:5]=[C:4]2[C:3]=1[C:11](=[O:16])[C:10](=[O:14])[NH:9]2. (3) Given the reactants [Br:1][C:2]1[CH:7]=[CH:6][C:5]([NH:8][C:9](=[S:35])[NH:10][C@H:11]([C:28]([O:30][C:31]([CH3:34])([CH3:33])[CH3:32])=[O:29])[CH2:12][NH:13][C:14](=[O:27])[C:15]2[CH:20]=[CH:19][C:18]([CH2:21][CH2:22][C:23]([O:25][CH3:26])=[O:24])=[CH:17][CH:16]=2)=[CH:4][CH:3]=1, predict the reaction product. The product is: [Br:1][C:2]1[CH:3]=[CH:4][C:5]2[N:8]=[C:9]([NH:10][C@H:11]([C:28]([O:30][C:31]([CH3:32])([CH3:34])[CH3:33])=[O:29])[CH2:12][NH:13][C:14](=[O:27])[C:15]3[CH:20]=[CH:19][C:18]([CH2:21][CH2:22][C:23]([O:25][CH3:26])=[O:24])=[CH:17][CH:16]=3)[S:35][C:6]=2[CH:7]=1. (4) Given the reactants [C:1]([O:5][C:6]([N:8]1[CH2:13][CH2:12][C:11]([NH:17][C:18]([O:20][C:21]([CH3:24])([CH3:23])[CH3:22])=[O:19])([C:14](O)=O)[CH2:10][CH2:9]1)=[O:7])([CH3:4])([CH3:3])[CH3:2].[C:25]1([NH2:32])[C:26]([NH2:31])=[CH:27][CH:28]=[CH:29][CH:30]=1, predict the reaction product. The product is: [C:1]([O:5][C:6]([N:8]1[CH2:9][CH2:10][C:11]([C:14]2[NH:32][C:25]3[CH:30]=[CH:29][CH:28]=[CH:27][C:26]=3[N:31]=2)([NH:17][C:18]([O:20][C:21]([CH3:24])([CH3:23])[CH3:22])=[O:19])[CH2:12][CH2:13]1)=[O:7])([CH3:4])([CH3:3])[CH3:2]. (5) Given the reactants Cl[S:2]([C:5]1[CH:13]=[CH:12][C:8]([C:9]([OH:11])=[O:10])=[CH:7][CH:6]=1)(=[O:4])=[O:3].C(N(CC)CC)C.[NH2:21][CH2:22][CH2:23][OH:24], predict the reaction product. The product is: [OH:24][CH2:23][CH2:22][NH:21][S:2]([C:5]1[CH:13]=[CH:12][C:8]([C:9]([OH:11])=[O:10])=[CH:7][CH:6]=1)(=[O:4])=[O:3]. (6) The product is: [F:23][C:24]1[CH:25]=[C:26]2[C:30](=[CH:31][CH:32]=1)[NH:29][C:28](=[O:33])[C:27]2=[CH:35][N:4]1[C:5]2[CH2:11][CH2:10][CH2:9][N:8]([CH2:12][CH2:13][N:14]3[CH2:19][CH2:18][CH2:17][CH2:16][CH2:15]3)[C:7](=[O:20])[C:6]=2[C:2]([CH3:1])=[CH:3]1. Given the reactants [CH3:1][C:2]1[C:6]2[C:7](=[O:20])[N:8]([CH2:12][CH2:13][N:14]3[CH2:19][CH2:18][CH2:17][CH2:16][CH2:15]3)[CH2:9][CH2:10][CH2:11][C:5]=2[NH:4][C:3]=1C=O.[F:23][C:24]1[CH:25]=[C:26]2[C:30](=[CH:31][CH:32]=1)[NH:29][C:28](=[O:33])[CH2:27]2.N1CCCC[CH2:35]1, predict the reaction product. (7) Given the reactants [CH2:1]([O:8][C:9]1[CH:10]=[CH:11][C:12]([N:15]2[CH2:20][CH2:19][NH:18][CH2:17][CH2:16]2)=[N:13][CH:14]=1)[C:2]1[CH:7]=[CH:6][CH:5]=[CH:4][CH:3]=1.Cl[CH2:22][C:23]1[NH:27][C:26]2[CH:28]=[CH:29][CH:30]=[CH:31][C:25]=2[N:24]=1.C(#N)C.C(Cl)Cl, predict the reaction product. The product is: [CH2:1]([O:8][C:9]1[CH:10]=[CH:11][C:12]([N:15]2[CH2:20][CH2:19][N:18]([CH2:22][C:23]3[NH:27][C:26]4[CH:28]=[CH:29][CH:30]=[CH:31][C:25]=4[N:24]=3)[CH2:17][CH2:16]2)=[N:13][CH:14]=1)[C:2]1[CH:3]=[CH:4][CH:5]=[CH:6][CH:7]=1. (8) Given the reactants [NH2:1][C:2]1[N:6]([C:7]2[CH:12]=[CH:11][C:10]([F:13])=[CH:9][CH:8]=2)[N:5]=[CH:4][C:3]=1[C:14](=[O:26])[C:15]1[CH:20]=[CH:19][CH:18]=[C:17]([O:21][CH2:22][C:23]([OH:25])=O)[CH:16]=1.C(C1NC=CN=1)([C:29]1[NH:30]C=CN=1)=O.CN, predict the reaction product. The product is: [NH2:1][C:2]1[N:6]([C:7]2[CH:12]=[CH:11][C:10]([F:13])=[CH:9][CH:8]=2)[N:5]=[CH:4][C:3]=1[C:14](=[O:26])[C:15]1[CH:20]=[CH:19][CH:18]=[C:17]([O:21][CH2:22][C:23]([NH:30][CH3:29])=[O:25])[CH:16]=1.